This data is from Catalyst prediction with 721,799 reactions and 888 catalyst types from USPTO. The task is: Predict which catalyst facilitates the given reaction. Reactant: [NH2:1][C:2]1[CH:23]=[CH:22][C:5]([O:6][C:7]2[CH:8]=[CH:9][C:10]3[N:11]([CH:13]=[C:14]([NH:16][C:17]([CH:19]4[CH2:21][CH2:20]4)=[O:18])[N:15]=3)[CH:12]=2)=[C:4]([F:24])[CH:3]=1.[F:25][C:26]1[CH:27]=[C:28]([C:32]2[C:33]([CH3:42])=[CH:34][CH:35]=[C:36]([C:39](O)=[O:40])[N+:37]=2[O-:38])[CH:29]=[CH:30][CH:31]=1.CN(C(ON1N=NC2C=CC=NC1=2)=[N+](C)C)C.F[P-](F)(F)(F)(F)F.C(N(CC)C(C)C)(C)C.C(=O)([O-])O.[Na+]. Product: [CH:19]1([C:17]([NH:16][C:14]2[N:15]=[C:10]3[CH:9]=[CH:8][C:7]([O:6][C:5]4[CH:22]=[CH:23][C:2]([NH:1][C:39]([C:36]5[N+:37]([O-:38])=[C:32]([C:28]6[CH:29]=[CH:30][CH:31]=[C:26]([F:25])[CH:27]=6)[C:33]([CH3:42])=[CH:34][CH:35]=5)=[O:40])=[CH:3][C:4]=4[F:24])=[CH:12][N:11]3[CH:13]=2)=[O:18])[CH2:21][CH2:20]1. The catalyst class is: 348.